From a dataset of Catalyst prediction with 721,799 reactions and 888 catalyst types from USPTO. Predict which catalyst facilitates the given reaction. (1) Reactant: [N:1]1([C:7]2[C:8]3[N:9]([CH:15]=[C:16]([C:18]4[CH:23]=[CH:22][N:21]=[CH:20][CH:19]=4)[N:17]=3)[N:10]=[C:11]([NH:13][NH2:14])[CH:12]=2)[CH2:6][CH2:5][O:4][CH2:3][CH2:2]1.[CH3:24][CH:25]([C:30]1[CH:31]=[C:32]([CH:35]=[CH:36][CH:37]=1)[CH:33]=O)[CH2:26][CH2:27][CH2:28][CH3:29]. Product: [CH3:24][CH:25]([C:30]1[CH:31]=[C:32]([CH:35]=[CH:36][CH:37]=1)[CH:33]=[N:14][NH:13][C:11]1[CH:12]=[C:7]([N:1]2[CH2:2][CH2:3][O:4][CH2:5][CH2:6]2)[C:8]2[N:9]([CH:15]=[C:16]([C:18]3[CH:23]=[CH:22][N:21]=[CH:20][CH:19]=3)[N:17]=2)[N:10]=1)[CH2:26][CH2:27][CH2:28][CH3:29]. The catalyst class is: 8. (2) Reactant: [F:1][C:2]1[CH:3]=[CH:4][CH:5]=[C:6]2[C:11]=1[N:10]=[CH:9][C:8]([O:12][C:13]1[C:14]([C:19]([CH3:23])([CH3:22])[CH:20]=[O:21])=[N:15][CH:16]=[CH:17][CH:18]=1)=[CH:7]2.[CH3:24][Mg]Cl.O. Product: [F:1][C:2]1[CH:3]=[CH:4][CH:5]=[C:6]2[C:11]=1[N:10]=[CH:9][C:8]([O:12][C:13]1[C:14]([C:19]([CH3:23])([CH3:22])[CH:20]([OH:21])[CH3:24])=[N:15][CH:16]=[CH:17][CH:18]=1)=[CH:7]2. The catalyst class is: 7. (3) Reactant: [CH:1]([C:3]1[CH:12]=[CH:11][C:10]2[C:5](=[CH:6][CH:7]=[CH:8][CH:9]=2)[C:4]=1[CH:13]=[O:14])=[CH2:2].[H][H]. Product: [CH2:1]([C:3]1[CH:12]=[CH:11][C:10]2[C:5](=[CH:6][CH:7]=[CH:8][CH:9]=2)[C:4]=1[CH:13]=[O:14])[CH3:2]. The catalyst class is: 586.